Task: Predict the reactants needed to synthesize the given product.. Dataset: Full USPTO retrosynthesis dataset with 1.9M reactions from patents (1976-2016) (1) Given the product [F:1][C:2]1[CH:3]=[C:4]([C:5]([NH:29][C:30]([CH3:36])([CH3:35])[CH2:31][C:32]([OH:34])=[O:33])=[O:7])[CH:8]=[CH:9][C:10]=1[C:11]1[S:12][C:13]2[C:18]([N:19]=1)=[CH:17][CH:16]=[C:15]([C:20]1([C:23]3[CH:28]=[CH:27][CH:26]=[CH:25][CH:24]=3)[CH2:22][CH2:21]1)[N:14]=2, predict the reactants needed to synthesize it. The reactants are: [F:1][C:2]1[CH:3]=[C:4]([CH:8]=[CH:9][C:10]=1[C:11]1[S:12][C:13]2[C:18]([N:19]=1)=[CH:17][CH:16]=[C:15]([C:20]1([C:23]3[CH:28]=[CH:27][CH:26]=[CH:25][CH:24]=3)[CH2:22][CH2:21]1)[N:14]=2)[C:5]([OH:7])=O.[NH2:29][C:30]([CH3:36])([CH3:35])[CH2:31][C:32]([OH:34])=[O:33]. (2) Given the product [Cl:33][C:2]1[N:7]2[CH:8]=[CH:9][N:10]=[C:6]2[N:5]=[C:4]([CH3:11])[C:3]=1[C:12]1[C:17]([F:18])=[CH:16][CH:15]=[CH:14][C:13]=1[Cl:19], predict the reactants needed to synthesize it. The reactants are: O[C:2]1[N:7]2[CH:8]=[CH:9][N:10]=[C:6]2[N:5]=[C:4]([CH3:11])[C:3]=1[C:12]1[C:17]([F:18])=[CH:16][CH:15]=[CH:14][C:13]=1[Cl:19].C(N(CC)C1C=CC=CC=1)C.P(Cl)(Cl)([Cl:33])=O. (3) The reactants are: [CH3:1][O:2][C:3]1[CH:4]=[C:5]2[C:9](=[CH:10][C:11]=1[O:12][CH3:13])[CH2:8][C:7]([C:14]([O:16]C)=[O:15])=[CH:6]2.[OH-].[Na+]. Given the product [CH3:13][O:12][C:11]1[CH:10]=[C:9]2[C:5](=[CH:4][C:3]=1[O:2][CH3:1])[CH2:6][C:7]([C:14]([OH:16])=[O:15])=[CH:8]2, predict the reactants needed to synthesize it. (4) Given the product [CH2:10]([O:9][C:7]([C:4]1[S:3][C:2](/[CH:21]=[CH:20]/[C:16]2[CH:17]=[CH:18][CH:19]=[C:14]([C:13]([F:12])([F:31])[F:32])[CH:15]=2)=[N:6][CH:5]=1)=[O:8])[CH3:11], predict the reactants needed to synthesize it. The reactants are: Br[C:2]1[S:3][C:4]([C:7]([O:9][CH2:10][CH3:11])=[O:8])=[CH:5][N:6]=1.[F:12][C:13]([F:32])([F:31])[C:14]1[CH:15]=[C:16](/[CH:20]=[CH:21]/B2OC(C)(C)C(C)(C)O2)[CH:17]=[CH:18][CH:19]=1.C(=O)([O-])[O-].[Na+].[Na+].O.